Dataset: Catalyst prediction with 721,799 reactions and 888 catalyst types from USPTO. Task: Predict which catalyst facilitates the given reaction. (1) Product: [F:45][C:9]1([F:8])[CH2:11][CH:10]1[C:12]([NH:14][C:15]1[CH:23]=[C:22]2[C:18]([C:19]([C:30]3[NH:31][C:32]4[CH:38]=[C:37]([N:39]5[CH2:44][CH2:43][O:42][CH2:41][CH2:40]5)[CH:36]=[CH:35][C:33]=4[N:34]=3)=[N:20][NH:21]2)=[CH:17][CH:16]=1)=[O:13]. Reactant: C(O)(C(F)(F)F)=O.[F:8][C:9]1([F:45])[CH2:11][CH:10]1[C:12]([NH:14][C:15]1[CH:23]=[C:22]2[C:18]([C:19]([C:30]3[NH:34][C:33]4[CH:35]=[CH:36][C:37]([N:39]5[CH2:44][CH2:43][O:42][CH2:41][CH2:40]5)=[CH:38][C:32]=4[N:31]=3)=[N:20][N:21]2C2CCCCO2)=[CH:17][CH:16]=1)=[O:13]. The catalyst class is: 2. (2) Reactant: [F:1][C:2]1[CH:11]=[C:10]([F:12])[CH:9]=[CH:8][C:3]=1[C:4](=[N:6][OH:7])Cl.[C:13](OCC)(=O)[C:14]#CC.C(N(CC)CC)C. Product: [F:1][C:2]1[CH:11]=[C:10]([F:12])[CH:9]=[CH:8][C:3]=1[C:4]1[CH:14]=[CH:13][O:7][N:6]=1. The catalyst class is: 27.